This data is from Forward reaction prediction with 1.9M reactions from USPTO patents (1976-2016). The task is: Predict the product of the given reaction. (1) Given the reactants [N:1]1[CH:6]=[CH:5][C:4]([C:7]2[S:11][C:10]([C:12]([OH:14])=O)=[CH:9][CH:8]=2)=[CH:3][CH:2]=1.[F:15][C:16]([F:26])([F:25])[C:17]1[CH:22]=[CH:21][C:20]([CH2:23][NH2:24])=[CH:19][CH:18]=1, predict the reaction product. The product is: [F:15][C:16]([F:25])([F:26])[C:17]1[CH:22]=[CH:21][C:20]([CH2:23][NH:24][C:12]([C:10]2[S:11][C:7]([C:4]3[CH:3]=[CH:2][N:1]=[CH:6][CH:5]=3)=[CH:8][CH:9]=2)=[O:14])=[CH:19][CH:18]=1. (2) Given the reactants [C:1]([C:3]1[CH:4]=[C:5]([CH:21]=[CH:22][CH:23]=1)[CH2:6][O:7][C:8]1[C:16]([CH3:17])=[N:15][C:14]([CH:18]2[CH2:20][CH2:19]2)=[CH:13][C:9]=1[C:10]([OH:12])=O)#[N:2].[NH2:24][C:25]1[CH:26]=[C:27]([CH:30]=[CH:31][CH:32]=1)[C:28]#[N:29], predict the reaction product. The product is: [C:1]([C:3]1[CH:4]=[C:5]([CH:21]=[CH:22][CH:23]=1)[CH2:6][O:7][C:8]1[C:16]([CH3:17])=[N:15][C:14]([CH:18]2[CH2:20][CH2:19]2)=[CH:13][C:9]=1[C:10]([NH:24][C:25]1[CH:32]=[CH:31][CH:30]=[C:27]([C:28]#[N:29])[CH:26]=1)=[O:12])#[N:2]. (3) The product is: [ClH:33].[NH2:7][C@@H:8]1[CH2:10][C@H:9]1[C:11]1[CH:12]=[CH:13][C:14]([NH:17][C:18]([C:20]2[CH:21]=[C:22]([C:26]3[CH:31]=[CH:30][CH:29]=[CH:28][CH:27]=3)[CH:23]=[CH:24][CH:25]=2)=[O:19])=[CH:15][CH:16]=1. Given the reactants C(OC(=O)[NH:7][C@@H:8]1[CH2:10][C@H:9]1[C:11]1[CH:16]=[CH:15][C:14]([NH:17][C:18]([C:20]2[CH:21]=[C:22]([C:26]3[CH:31]=[CH:30][CH:29]=[CH:28][CH:27]=3)[CH:23]=[CH:24][CH:25]=2)=[O:19])=[CH:13][CH:12]=1)(C)(C)C.[ClH:33].C(OCC)(=O)C, predict the reaction product. (4) Given the reactants S(C1C=CC(C)=CC=1)([O-])(=O)=O.[O:12]1[CH2:17][CH2:16][CH:15]([O:18][C:19](=[O:25])[C@@H:20]([NH2:24])[CH:21]([CH3:23])[CH3:22])[CH2:14][CH2:13]1.[P:26](Cl)(Cl)(=[O:38])[O:27][C:28]1[C:37]2[C:32](=[CH:33][CH:34]=[CH:35][CH:36]=2)[CH:31]=[CH:30][CH:29]=1.C(N(CC)CC)C.[Cl:48]CCl, predict the reaction product. The product is: [Cl:48][C:29]1[CH:30]=[CH:31][C:32]2[C:37](=[CH:36][CH:35]=[CH:34][CH:33]=2)[C:28]=1[O:27][P:26](=[N:24][C@@H:20]([CH:21]([CH3:23])[CH3:22])[C:19]([O:18][CH:15]1[CH2:14][CH2:13][O:12][CH2:17][CH2:16]1)=[O:25])=[O:38]. (5) Given the reactants [Cl:1][C:2]1[N:7]=[N:6][C:5]([NH2:8])=[CH:4][CH:3]=1.Cl[CH:10]([CH3:13])[CH:11]=O, predict the reaction product. The product is: [Cl:1][C:2]1[CH:3]=[CH:4][C:5]2[N:6]([C:10]([CH3:13])=[CH:11][N:8]=2)[N:7]=1. (6) Given the reactants [CH3:1][O:2][C:3](=[O:18])[CH2:4][C:5]1[C:13]2[C:8](=[CH:9][CH:10]=[CH:11][CH:12]=2)[N:7]([C:14]([O:16][CH3:17])=[O:15])[CH:6]=1.CN(C)P(=O)(N(C)C)N(C)C.C([N-]C(C)C)(C)C.[Li+].[CH2:38]1[CH2:43][CH2:42][CH2:41][CH2:40][CH2:39]1.C1(CI)CCCC1, predict the reaction product. The product is: [CH3:1][O:2][C:3](=[O:18])[CH:4]([CH2:38][CH:43]1[CH2:39][CH2:40][CH2:41][CH2:42]1)[C:5]1[C:13]2[C:8](=[CH:9][CH:10]=[CH:11][CH:12]=2)[N:7]([C:14]([O:16][CH3:17])=[O:15])[CH:6]=1.